Task: Binary Classification. Given a drug SMILES string, predict its activity (active/inactive) in a high-throughput screening assay against a specified biological target.. Dataset: M1 muscarinic receptor antagonist screen with 61,756 compounds (1) The molecule is O1c2cc(CNC(CNCc3cc4OCOc4cc3)C)ccc2OC1. The result is 0 (inactive). (2) The molecule is O=C(C1C2(C(C3C(C4(C(CC3)=CC(=O)CC4)C)CC2)CC1)C)CO. The result is 0 (inactive). (3) The compound is O(C(=O)Nc1c(NC(OC)=O)ccc(c1)C)C. The result is 0 (inactive).